Dataset: Full USPTO retrosynthesis dataset with 1.9M reactions from patents (1976-2016). Task: Predict the reactants needed to synthesize the given product. (1) Given the product [NH2:1][C:2]1[C:11]2[C:6](=[C:7]([C:23]3[CH:24]=[CH:25][C:20]([F:19])=[CH:21][C:22]=3[O:29][CH3:30])[CH:8]=[CH:9][CH:10]=2)[N:5]=[N:4][C:3]=1[C:13]([NH:15][CH2:16][CH2:17][CH3:18])=[O:14], predict the reactants needed to synthesize it. The reactants are: [NH2:1][C:2]1[C:11]2[C:6](=[C:7](Br)[CH:8]=[CH:9][CH:10]=2)[N:5]=[N:4][C:3]=1[C:13]([NH:15][CH2:16][CH2:17][CH3:18])=[O:14].[F:19][C:20]1[CH:25]=[CH:24][C:23](B(O)O)=[C:22]([O:29][CH3:30])[CH:21]=1. (2) Given the product [C:39]([C:37]1[CH:36]=[C:7]([CH2:8][CH:9]([CH2:13][CH2:14][CH2:15][S:16][C:17]([CH3:30])([CH3:24])[CH3:18])[C:10]([OH:12])=[O:11])[CH:6]=[CH:5][CH:38]=1)([OH:41])=[O:40], predict the reactants needed to synthesize it. The reactants are: C([C:5]1[CH:6]=[C:7]([CH:36]=[C:37]([C:39]([O:41]C)=[O:40])[CH:38]=1)[CH2:8][CH:9]([CH2:13][CH2:14][CH2:15][S:16][C:17]([C:30]1C=CC=CC=1)([C:24]1C=CC=CC=1)[C:18]1C=CC=CC=1)[C:10]([OH:12])=[O:11])(C)(C)C.C([SiH](C(C)C)C(C)C)(C)C.FC(F)(F)C(O)=O.